Dataset: Peptide-MHC class I binding affinity with 185,985 pairs from IEDB/IMGT. Task: Regression. Given a peptide amino acid sequence and an MHC pseudo amino acid sequence, predict their binding affinity value. This is MHC class I binding data. The peptide sequence is PLSRLFYPK. The MHC is HLA-A11:01 with pseudo-sequence HLA-A11:01. The binding affinity (normalized) is 0.551.